This data is from NCI-60 drug combinations with 297,098 pairs across 59 cell lines. The task is: Regression. Given two drug SMILES strings and cell line genomic features, predict the synergy score measuring deviation from expected non-interaction effect. (1) Drug 1: CNC(=O)C1=CC=CC=C1SC2=CC3=C(C=C2)C(=NN3)C=CC4=CC=CC=N4. Drug 2: C1=NC2=C(N1)C(=S)N=CN2. Cell line: COLO 205. Synergy scores: CSS=5.40, Synergy_ZIP=-6.41, Synergy_Bliss=-9.96, Synergy_Loewe=-23.1, Synergy_HSA=-12.8. (2) Synergy scores: CSS=95.4, Synergy_ZIP=-2.84, Synergy_Bliss=-3.92, Synergy_Loewe=-4.20, Synergy_HSA=-1.11. Drug 2: C1C(C(OC1N2C=NC3=C(N=C(N=C32)Cl)N)CO)O. Drug 1: CCC1=CC2CC(C3=C(CN(C2)C1)C4=CC=CC=C4N3)(C5=C(C=C6C(=C5)C78CCN9C7C(C=CC9)(C(C(C8N6C)(C(=O)OC)O)OC(=O)C)CC)OC)C(=O)OC.C(C(C(=O)O)O)(C(=O)O)O. Cell line: MOLT-4. (3) Drug 1: C1C(C(OC1N2C=C(C(=O)NC2=O)F)CO)O. Drug 2: CC1C(C(CC(O1)OC2CC(CC3=C2C(=C4C(=C3O)C(=O)C5=CC=CC=C5C4=O)O)(C(=O)C)O)N)O. Cell line: RXF 393. Synergy scores: CSS=59.9, Synergy_ZIP=-1.53, Synergy_Bliss=-0.726, Synergy_Loewe=3.07, Synergy_HSA=4.27. (4) Drug 1: C1=C(C(=O)NC(=O)N1)F. Drug 2: CC(C)CN1C=NC2=C1C3=CC=CC=C3N=C2N. Cell line: K-562. Synergy scores: CSS=43.4, Synergy_ZIP=-6.10, Synergy_Bliss=-10.3, Synergy_Loewe=-11.7, Synergy_HSA=-11.2. (5) Drug 1: CC1=C(C=C(C=C1)NC2=NC=CC(=N2)N(C)C3=CC4=NN(C(=C4C=C3)C)C)S(=O)(=O)N.Cl. Drug 2: COCCOC1=C(C=C2C(=C1)C(=NC=N2)NC3=CC=CC(=C3)C#C)OCCOC.Cl. Cell line: MDA-MB-231. Synergy scores: CSS=20.9, Synergy_ZIP=11.2, Synergy_Bliss=12.9, Synergy_Loewe=13.7, Synergy_HSA=13.9. (6) Drug 1: CCC1=C2CN3C(=CC4=C(C3=O)COC(=O)C4(CC)O)C2=NC5=C1C=C(C=C5)O. Drug 2: N.N.Cl[Pt+2]Cl. Cell line: SNB-19. Synergy scores: CSS=43.6, Synergy_ZIP=-0.00845, Synergy_Bliss=2.70, Synergy_Loewe=-2.83, Synergy_HSA=3.45. (7) Drug 1: CN(C)C1=NC(=NC(=N1)N(C)C)N(C)C. Drug 2: C1=CC(=CC=C1CCCC(=O)O)N(CCCl)CCCl. Cell line: DU-145. Synergy scores: CSS=17.1, Synergy_ZIP=-9.26, Synergy_Bliss=-10.4, Synergy_Loewe=-27.9, Synergy_HSA=-13.5.